From a dataset of Peptide-MHC class I binding affinity with 185,985 pairs from IEDB/IMGT. Regression. Given a peptide amino acid sequence and an MHC pseudo amino acid sequence, predict their binding affinity value. This is MHC class I binding data. (1) The peptide sequence is AEPPFGDSYI. The MHC is HLA-B44:02 with pseudo-sequence HLA-B44:02. The binding affinity (normalized) is 0.439. (2) The peptide sequence is TVYYGVPVWK. The MHC is HLA-B08:01 with pseudo-sequence HLA-B08:01. The binding affinity (normalized) is 0. (3) The peptide sequence is EYSYYSSMY. The MHC is HLA-B07:02 with pseudo-sequence HLA-B07:02. The binding affinity (normalized) is 0.0847. (4) The peptide sequence is DSPATLSAY. The MHC is HLA-A02:11 with pseudo-sequence HLA-A02:11. The binding affinity (normalized) is 0.0847. (5) The peptide sequence is VPAWRNATI. The MHC is Mamu-A2201 with pseudo-sequence Mamu-A2201. The binding affinity (normalized) is 0. (6) The peptide sequence is AVLLHEESM. The MHC is HLA-B35:01 with pseudo-sequence HLA-B35:01. The binding affinity (normalized) is 0.309.